Dataset: Forward reaction prediction with 1.9M reactions from USPTO patents (1976-2016). Task: Predict the product of the given reaction. (1) Given the reactants Br[C:2]1[CH:3]=[N:4][N:5]2[CH:10]=[CH:9][C:8]([N:11]3[C@@H:15]([C:16]4[CH:21]=[CH:20][C:19]([F:22])=[CH:18][CH:17]=4)[CH2:14][O:13][C:12]3=[O:23])=[N:7][C:6]=12.[C:24]([O:28][C:29]([C:31]1[CH:36]=[CH:35][C:34](B(O)O)=[CH:33][CH:32]=1)=[O:30])([CH3:27])([CH3:26])[CH3:25].C([O-])([O-])=O.[Na+].[Na+].C1(P(C2CCCCC2)C2C=CC=CC=2C2C(C(C)C)=CC(C(C)C)=CC=2C(C)C)CCCCC1, predict the reaction product. The product is: [F:22][C:19]1[CH:20]=[CH:21][C:16]([C@H:15]2[CH2:14][O:13][C:12](=[O:23])[N:11]2[C:8]2[CH:9]=[CH:10][N:5]3[N:4]=[CH:3][C:2]([C:34]4[CH:35]=[CH:36][C:31]([C:29]([O:28][C:24]([CH3:25])([CH3:26])[CH3:27])=[O:30])=[CH:32][CH:33]=4)=[C:6]3[N:7]=2)=[CH:17][CH:18]=1. (2) Given the reactants [NH2:1][C:2]1[CH:3]=[CH:4][C:5]2[O:9][CH2:8][C:7](=[O:10])[C:6]=2[CH:11]=1.[CH3:12][N:13]=[C:14]=[O:15], predict the reaction product. The product is: [CH3:12][NH:13][C:14]([NH:1][C:2]1[CH:3]=[CH:4][C:5]2[O:9][CH2:8][C:7](=[O:10])[C:6]=2[CH:11]=1)=[O:15].